From a dataset of Forward reaction prediction with 1.9M reactions from USPTO patents (1976-2016). Predict the product of the given reaction. (1) The product is: [OH:12][C:3]1[CH:4]=[C:5]([C:6]([O:8][CH3:9])=[O:7])[CH:10]=[CH:11][C:2]=1[C:16]1[CH:17]=[CH:18][CH:19]=[CH:20][C:15]=1[C:14]([F:25])([F:24])[F:13]. Given the reactants Br[C:2]1[CH:11]=[CH:10][C:5]([C:6]([O:8][CH3:9])=[O:7])=[CH:4][C:3]=1[OH:12].[F:13][C:14]([F:25])([F:24])[C:15]1[CH:20]=[CH:19][CH:18]=[CH:17][C:16]=1B(O)O.[F-].[Cs+].C1(P(C2CCCCC2)C2C=CC=CC=2C2C(OC)=CC=CC=2OC)CCCCC1, predict the reaction product. (2) Given the reactants [OH:1][C:2]1[C:3](=[O:36])[N:4]([C:29]2[N:30]=[N:31][C:32]([CH3:35])=[CH:33][CH:34]=2)[CH:5]([C:18]2[CH:23]=[CH:22][C:21]([O:24][C:25]([F:28])([F:27])[F:26])=[CH:20][CH:19]=2)[C:6]=1[C:7](=O)[C:8]1[CH:13]=[CH:12][C:11]([CH:14]([CH3:16])[CH3:15])=[CH:10][CH:9]=1.[CH3:37][O:38][CH2:39][CH2:40][O:41][NH2:42], predict the reaction product. The product is: [OH:1][C:2]1[C:3](=[O:36])[N:4]([C:29]2[N:30]=[N:31][C:32]([CH3:35])=[CH:33][CH:34]=2)[CH:5]([C:18]2[CH:19]=[CH:20][C:21]([O:24][C:25]([F:27])([F:28])[F:26])=[CH:22][CH:23]=2)[C:6]=1[C:7]([C:8]1[CH:9]=[CH:10][C:11]([CH:14]([CH3:15])[CH3:16])=[CH:12][CH:13]=1)=[N:42][O:41][CH2:40][CH2:39][O:38][CH3:37].